Dataset: Reaction yield outcomes from USPTO patents with 853,638 reactions. Task: Predict the reaction yield, written as a fraction of the theoretical maximum amount of product (1.0 means a 100% yield; for example, 0.34 means a 34% yield). (1) The reactants are [CH:1]1([NH:6][C:7]2[CH:12]=[CH:11][N:10]3[N:13]=[C:14]([C:28]4[CH:33]=[CH:32][C:31]([O:34]C)=[CH:30][CH:29]=4)[C:15]([C:16]4[CH:21]=[CH:20][N:19]=[C:18]([NH:22][CH:23]5[CH2:27][CH2:26][CH2:25][CH2:24]5)[N:17]=4)=[C:9]3[CH:8]=2)[CH2:5][CH2:4][CH2:3][CH2:2]1.B(Br)(Br)Br. The catalyst is ClCCl. The product is [CH:1]1([NH:6][C:7]2[CH:12]=[CH:11][N:10]3[N:13]=[C:14]([C:28]4[CH:29]=[CH:30][C:31]([OH:34])=[CH:32][CH:33]=4)[C:15]([C:16]4[CH:21]=[CH:20][N:19]=[C:18]([NH:22][CH:23]5[CH2:24][CH2:25][CH2:26][CH2:27]5)[N:17]=4)=[C:9]3[CH:8]=2)[CH2:2][CH2:3][CH2:4][CH2:5]1. The yield is 0.810. (2) The reactants are Br[C:2]1[CH:7]=[CH:6][CH:5]=[CH:4][C:3]=1Br.[CH2:9]([OH:14])[CH2:10][CH2:11][C:12]#[CH:13]. The catalyst is C(N(CC)CC)C.Cl[Pd](Cl)([P](C1C=CC=CC=1)(C1C=CC=CC=1)C1C=CC=CC=1)[P](C1C=CC=CC=1)(C1C=CC=CC=1)C1C=CC=CC=1.[Cu]I. The product is [OH:14][CH2:9][CH2:10][CH2:11][C:12]#[C:13][C:2]1[CH:7]=[CH:6][CH:5]=[CH:4][C:3]=1[C:13]#[C:12][CH2:11][CH2:10][CH2:9][OH:14]. The yield is 0.470. (3) The yield is 0.640. The product is [CH2:12]([O:14][C:15](=[O:40])[CH2:16][C@H:17]1[C:25]2[C:20](=[CH:21][C:22]([O:26][CH2:27][CH2:28][CH2:29][N:30]([C:32]3[C:37]([C:6]4[CH:7]=[CH:8][C:3]([O:2][CH3:1])=[CH:4][CH:5]=4)=[CH:36][N:35]=[C:34]([C:3]4[CH:8]=[CH:7][C:6]([O:47][CH3:44])=[CH:5][CH:4]=4)[N:33]=3)[CH3:31])=[CH:23][CH:24]=2)[CH2:19][CH2:18]1)[CH3:13]. The catalyst is C1(C)C=CC=CC=1.O1CCOCC1.C1C=CC(P(C2C=CC=CC=2)[C-]2C=CC=C2)=CC=1.C1C=CC(P(C2C=CC=CC=2)[C-]2C=CC=C2)=CC=1.Cl[Pd]Cl.[Fe+2]. The reactants are [CH3:1][O:2][C:3]1[CH:8]=[CH:7][C:6](B(O)O)=[CH:5][CH:4]=1.[CH2:12]([O:14][C:15](=[O:40])[CH2:16][C@H:17]1[C:25]2[C:20](=[CH:21][C:22]([O:26][CH2:27][CH2:28][CH2:29][N:30]([C:32]3[C:37](Cl)=[CH:36][N:35]=[C:34](Cl)[N:33]=3)[CH3:31])=[CH:23][CH:24]=2)[CH2:19][CH2:18]1)[CH3:13].C(Cl)Cl.[C:44](=[O:47])([O-])[O-].[Na+].[Na+]. (4) The reactants are [O:1]=[C:2]1[NH:6][C:5]2([CH2:11][CH2:10][CH2:9][CH2:8][CH2:7]2)[N:4]=[C:3]1[C:12]1[CH:19]=[CH:18][C:15]([C:16]#[N:17])=[CH:14][CH:13]=1.Br[CH2:21][C:22]([O:24][CH2:25][CH3:26])=[O:23].C(=O)([O-])[O-].[K+].[K+]. The catalyst is CN(C=O)C. The product is [CH2:25]([O:24][C:22](=[O:23])[CH2:21][N:6]1[C:5]2([CH2:7][CH2:8][CH2:9][CH2:10][CH2:11]2)[N:4]=[C:3]([C:12]2[CH:13]=[CH:14][C:15]([C:16]#[N:17])=[CH:18][CH:19]=2)[C:2]1=[O:1])[CH3:26]. The yield is 0.860. (5) The reactants are [NH2:1][C:2]1[CH:6]=[CH:5][N:4]([CH3:7])[N:3]=1.C[Al](C)C.CCCCCC.C([O:20][C:21]([C:23]1[C:28]([Br:29])=[CH:27][CH:26]=[C:25]([CH3:30])[N:24]=1)=O)C. The catalyst is O1CCOCC1. The product is [CH3:7][N:4]1[CH:5]=[CH:6][C:2]([NH:1][C:21]([C:23]2[C:28]([Br:29])=[CH:27][CH:26]=[C:25]([CH3:30])[N:24]=2)=[O:20])=[N:3]1. The yield is 0.820. (6) The reactants are C([O:3][C:4](=[O:31])[CH2:5][CH2:6][CH2:7][CH2:8][CH2:9][CH2:10][N:11]1[C:15]([C:16]2[CH:21]=[CH:20][C:19]([F:22])=[CH:18][CH:17]=2)=[C:14]([C:23]2[CH:28]=[CH:27][C:26]([F:29])=[CH:25][CH:24]=2)[N:13]=[C:12]1[CH3:30])C.[OH-].[Na+]. The catalyst is CCO.CCOC(C)=O. The product is [F:29][C:26]1[CH:25]=[CH:24][C:23]([C:14]2[N:13]=[C:12]([CH3:30])[N:11]([CH2:10][CH2:9][CH2:8][CH2:7][CH2:6][CH2:5][C:4]([OH:31])=[O:3])[C:15]=2[C:16]2[CH:21]=[CH:20][C:19]([F:22])=[CH:18][CH:17]=2)=[CH:28][CH:27]=1. The yield is 0.980. (7) The yield is 0.0100. The product is [OH:35][C@@:28]1([C:26]#[C:27][C:2]2[CH:3]=[C:4]([N:8]3[C:12]4=[N:13][CH:14]=[C:15]([C:17]5[CH:21]=[CH:20][N:19]([CH3:22])[N:18]=5)[CH:16]=[C:11]4[C:10]([C:23]([NH2:25])=[O:24])=[N:9]3)[CH:5]=[CH:6][CH:7]=2)[CH2:32][CH2:31][N:30]([CH3:33])[C:29]1=[O:34]. The reactants are Br[C:2]1[CH:3]=[C:4]([N:8]2[C:12]3=[N:13][CH:14]=[C:15]([C:17]4[CH:21]=[CH:20][N:19]([CH3:22])[N:18]=4)[CH:16]=[C:11]3[C:10]([C:23]([NH2:25])=[O:24])=[N:9]2)[CH:5]=[CH:6][CH:7]=1.[C:26]([C@:28]1([OH:35])[CH2:32][CH2:31][N:30]([CH3:33])[C:29]1=[O:34])#[CH:27]. No catalyst specified. (8) The reactants are [NH2:1][C:2]1[NH:6][N:5]=[C:4]([CH3:7])[C:3]=1[C:8]1[S:9][C:10]2[CH:16]=[C:15]([S:17](Cl)(=[O:19])=[O:18])[CH:14]=[CH:13][C:11]=2[N:12]=1.[CH2:21]([NH2:29])[CH2:22][C:23]1[CH:28]=[CH:27][CH:26]=[CH:25][CH:24]=1.C[N:31]1CCOCC1. The catalyst is CO. The product is [NH2:31][C:26]1[CH:27]=[CH:28][C:23]([CH2:22][CH2:21][NH:29][S:17]([C:15]2[CH:14]=[CH:13][C:11]3[N:12]=[C:8]([C:3]4[C:4]([CH3:7])=[N:5][NH:6][C:2]=4[NH2:1])[S:9][C:10]=3[CH:16]=2)(=[O:19])=[O:18])=[CH:24][CH:25]=1. The yield is 0.190.